This data is from Catalyst prediction with 721,799 reactions and 888 catalyst types from USPTO. The task is: Predict which catalyst facilitates the given reaction. (1) Reactant: [N:1]1[CH:6]=[CH:5][CH:4]=[CH:3][C:2]=1[N:7]1[CH2:12][CH2:11][NH:10][CH2:9][CH2:8]1.[F:13][C:14]([F:27])([F:26])[C:15]1[CH:20]=[CH:19][C:18]([NH:21][C:22](=[O:25])[CH2:23]Cl)=[CH:17][CH:16]=1.C(=O)([O-])[O-].[Na+].[Na+]. Product: [N:1]1[CH:6]=[CH:5][CH:4]=[CH:3][C:2]=1[N:7]1[CH2:8][CH2:9][N:10]([CH2:23][C:22]([NH:21][C:18]2[CH:19]=[CH:20][C:15]([C:14]([F:13])([F:26])[F:27])=[CH:16][CH:17]=2)=[O:25])[CH2:11][CH2:12]1. The catalyst class is: 35. (2) Reactant: [S:1]1[C:5](B(O)O)=[CH:4][C:3]2[CH:9]=[CH:10][CH:11]=[CH:12][C:2]1=2.[Br:13][C:14]1[CH:19]=[CH:18][C:17](I)=[C:16]([F:21])[CH:15]=1.C([O-])(O)=O.[Na+]. Product: [Br:13][C:14]1[CH:19]=[CH:18][C:17]([C:5]2[S:1][C:2]3[CH:12]=[CH:11][CH:10]=[CH:9][C:3]=3[CH:4]=2)=[C:16]([F:21])[CH:15]=1. The catalyst class is: 600. (3) Reactant: [N:1]([C:4]1[S:5][C:6]([C:19]([OH:21])=O)=[C:7]([C:9]2[CH:14]=[CH:13][C:12]([C:15]([F:18])([F:17])[F:16])=[CH:11][CH:10]=2)[N:8]=1)=[N+:2]=[N-:3].C[N:23](C(N(C)C)=[N+]1C2C(=NC=CC=2)N=N1)C.F[P-](F)(F)(F)(F)F.C(N(C(C)C)C(C)C)C.[Cl-].[NH4+]. Product: [N:1]([C:4]1[S:5][C:6]([C:19]([NH2:23])=[O:21])=[C:7]([C:9]2[CH:14]=[CH:13][C:12]([C:15]([F:18])([F:17])[F:16])=[CH:11][CH:10]=2)[N:8]=1)=[N+:2]=[N-:3]. The catalyst class is: 9. (4) Reactant: [CH3:1][O:2][C:3](=[O:14])[C:4]1[CH:9]=[C:8]([N+:10]([O-])=O)[CH:7]=[CH:6][C:5]=1[CH3:13]. Product: [CH3:1][O:2][C:3](=[O:14])[C:4]1[CH:9]=[C:8]([NH2:10])[CH:7]=[CH:6][C:5]=1[CH3:13]. The catalyst class is: 99. (5) Reactant: [CH2:1]([O:8][CH2:9][C@@H:10]([NH:14][C:15](=[O:27])[C:16]([NH:19][C:20]([O:22][C:23]([CH3:26])([CH3:25])[CH3:24])=[O:21])([CH3:18])[CH3:17])[C:11](O)=[O:12])[C:2]1[CH:7]=[CH:6][CH:5]=[CH:4][CH:3]=1.C[CH2:29][N:30]([CH:34]([CH3:36])C)[CH:31]([CH3:33])C.C(P1(=O)OP(CCC)(=O)OP([CH2:51][CH2:52][CH3:53])(=O)O1)CC.[OH2:55]. The catalyst class is: 3. Product: [CH2:1]([O:8][CH2:9][C@@H:10]([NH:14][C:15](=[O:27])[C:16]([NH:19][C:20](=[O:21])[O:22][C:23]([CH3:25])([CH3:26])[CH3:24])([CH3:18])[CH3:17])[C:11]([N:14]1[CH2:10][CH2:9][C:36]2([CH:33]([C:51]3[CH:52]=[CH:53][CH:3]=[CH:2][CH:1]=3)[CH2:31][N:30]([CH3:29])[C:34]2=[O:55])[CH2:15]1)=[O:12])[C:2]1[CH:7]=[CH:6][CH:5]=[CH:4][CH:3]=1. (6) Reactant: [CH3:1][O:2][C:3]1[CH:4]=[C:5]([CH2:11][CH2:12][NH:13][C:14](=[O:26])[CH2:15][C:16]2[CH:25]=[CH:24][C:23]3[CH2:22][CH2:21][CH2:20][CH2:19][C:18]=3[CH:17]=2)[CH:6]=[CH:7][C:8]=1[O:9][CH3:10].C(O[CH:32](N(C)C)[N:33]([CH3:35])[CH3:34])(C)(C)C.CN(C)C=O. Product: [CH3:1][O:2][C:3]1[CH:4]=[C:5]([CH2:11][CH2:12][NH:13][C:14](=[O:26])[C:15]([C:16]2[CH:25]=[CH:24][C:23]3[CH2:22][CH2:21][CH2:20][CH2:19][C:18]=3[CH:17]=2)=[CH:32][N:33]([CH3:35])[CH3:34])[CH:6]=[CH:7][C:8]=1[O:9][CH3:10]. The catalyst class is: 6.